From a dataset of Reaction yield outcomes from USPTO patents with 853,638 reactions. Predict the reaction yield, written as a fraction of the theoretical maximum amount of product (1.0 means a 100% yield; for example, 0.34 means a 34% yield). (1) The catalyst is C(O)C. The reactants are [O:1]1[C@H:3]2[C:4](=O)[CH2:5][C@H:6]3[C@:26]([CH3:27])([C@@H:2]12)[C:25]1[CH2:24][CH2:23][C@@:22]2([CH3:28])[C@@H:10]([CH2:11][CH2:12][C@@H:13]2[C@H:14]([CH3:21])[CH2:15][CH2:16][CH2:17][CH:18]([CH3:20])[CH3:19])[C:9]=1[O:8][C:7]3=[O:29].O.NN.C(O)(=O)C.O. The yield is 0.710. The product is [OH:1][C@@H:2]1[C@@:26]2([CH3:27])[C@@H:6]([C:7](=[O:29])[O:8][C:9]3[C@H:10]4[C@:22]([CH3:28])([CH2:23][CH2:24][C:25]=32)[C@@H:13]([C@H:14]([CH3:21])[CH2:15][CH2:16][CH2:17][CH:18]([CH3:20])[CH3:19])[CH2:12][CH2:11]4)[CH2:5][CH:4]=[CH:3]1. (2) The reactants are [K+].[CH3:2][N:3]1[CH:7]=[C:6]([C:8]2[CH:9]=[N:10][C:11]3[C:16]([CH:17]=2)=[CH:15][C:14]([CH2:18][C:19]([NH:21][NH:22][C:23]([S-])=[S:24])=O)=[CH:13][CH:12]=3)[CH:5]=[N:4]1.O.[NH2:27][NH2:28].Cl. The catalyst is O. The product is [NH2:27][N:28]1[C:19]([CH2:18][C:14]2[CH:15]=[C:16]3[C:11](=[CH:12][CH:13]=2)[N:10]=[CH:9][C:8]([C:6]2[CH:5]=[N:4][N:3]([CH3:2])[CH:7]=2)=[CH:17]3)=[N:21][N:22]=[C:23]1[SH:24]. The yield is 0.770. (3) The reactants are Br[C:2]1[CH:3]=[C:4]([O:10][CH3:11])[C:5]([O:8][CH3:9])=[N:6][CH:7]=1.[SH:12][CH2:13][CH2:14][C:15]([O:17][CH3:18])=[O:16].C(N(C(C)C)C(C)C)C. The catalyst is O1CCOCC1.C1C=CC(/C=C/C(/C=C/C2C=CC=CC=2)=O)=CC=1.C1C=CC(/C=C/C(/C=C/C2C=CC=CC=2)=O)=CC=1.C1C=CC(/C=C/C(/C=C/C2C=CC=CC=2)=O)=CC=1.[Pd].[Pd].CC1(C)C2C(=C(P(C3C=CC=CC=3)C3C=CC=CC=3)C=CC=2)OC2C(P(C3C=CC=CC=3)C3C=CC=CC=3)=CC=CC1=2. The product is [CH3:11][O:10][C:4]1[CH:3]=[C:2]([S:12][CH2:13][CH2:14][C:15]([O:17][CH3:18])=[O:16])[CH:7]=[N:6][C:5]=1[O:8][CH3:9]. The yield is 1.00. (4) The reactants are P(Cl)(Cl)(Cl)=O.[Cl:6][C:7]1[CH:8]=[C:9]([C:13]2[CH:21]=[C:20]3[N:15]([CH:16]=[N:17][CH:18]=[CH:19]3)[N:14]=2)[CH:10]=[CH:11][CH:12]=1.CN(C)[CH:24]=[O:25]. No catalyst specified. The product is [Cl:6][C:7]1[CH:8]=[C:9]([C:13]2[C:21]([CH:24]=[O:25])=[C:20]3[N:15]([CH:16]=[N:17][CH:18]=[CH:19]3)[N:14]=2)[CH:10]=[CH:11][CH:12]=1. The yield is 0.670. (5) The reactants are P([O:13][CH2:14][CH2:15][N:16]([CH:51]1[CH2:54][CH2:53][CH2:52]1)[CH2:17][CH2:18][CH2:19][O:20][C:21]1[CH:30]=[C:29]2[C:24]([C:25]([NH:31][C:32]3[CH:36]=[C:35]([CH2:37][C:38]([NH:40][C:41]4[CH:46]=[CH:45][CH:44]=[C:43]([F:47])[C:42]=4[F:48])=[O:39])[NH:34][N:33]=3)=[N:26][CH:27]=[N:28]2)=[CH:23][C:22]=1[O:49][CH3:50])(OC(C)(C)C)(OC(C)(C)C)=O.C1(NCCO)CCC1.[I-].[K+]. The catalyst is CC(N(C)C)=O. The product is [CH:51]1([N:16]([CH2:15][CH2:14][OH:13])[CH2:17][CH2:18][CH2:19][O:20][C:21]2[CH:30]=[C:29]3[C:24]([C:25]([NH:31][C:32]4[CH:36]=[C:35]([CH2:37][C:38]([NH:40][C:41]5[CH:46]=[CH:45][CH:44]=[C:43]([F:47])[C:42]=5[F:48])=[O:39])[NH:34][N:33]=4)=[N:26][CH:27]=[N:28]3)=[CH:23][C:22]=2[O:49][CH3:50])[CH2:52][CH2:53][CH2:54]1. The yield is 0.560. (6) The reactants are [CH:1]([N:4]([CH:50]([CH3:52])[CH3:51])[CH2:5][CH2:6][N:7]([CH:47]([CH3:49])[CH3:48])[C:8](=[O:46])[C:9]1[CH:14]=[CH:13][C:12]([C:15]2[CH:16]=[C:17]3[C:22](=[C:23]([O:25]COCC[Si](C)(C)C)[CH:24]=2)[N:21]=[CH:20][N:19](COCC[Si](C)(C)C)[C:18]3=[O:42])=[C:11]([CH2:43][O:44][CH3:45])[CH:10]=1)([CH3:3])[CH3:2].[F:53][C:54]([F:59])([F:58])[C:55]([OH:57])=[O:56]. The catalyst is ClCCl. The product is [F:53][C:54]([F:59])([F:58])[C:55]([OH:57])=[O:56].[CH:50]([N:4]([CH:1]([CH3:3])[CH3:2])[CH2:5][CH2:6][N:7]([CH:47]([CH3:49])[CH3:48])[C:8](=[O:46])[C:9]1[CH:14]=[CH:13][C:12]([C:15]2[CH:16]=[C:17]3[C:22](=[C:23]([OH:25])[CH:24]=2)[N:21]=[CH:20][NH:19][C:18]3=[O:42])=[C:11]([CH2:43][O:44][CH3:45])[CH:10]=1)([CH3:51])[CH3:52]. The yield is 0.760. (7) The reactants are [H-].[Na+].[NH:3]1[C:11]2[C:6](=[CH:7][CH:8]=[CH:9][CH:10]=2)[CH2:5][C:4]1=[O:12].S(OC)(O[CH3:17])(=O)=O. The catalyst is C1(C)C(C)=CC=CC=1. The product is [CH3:17][N:3]1[C:11]2[C:6](=[CH:7][CH:8]=[CH:9][CH:10]=2)[CH2:5][C:4]1=[O:12]. The yield is 0.673.